From a dataset of Full USPTO retrosynthesis dataset with 1.9M reactions from patents (1976-2016). Predict the reactants needed to synthesize the given product. (1) Given the product [NH:1]1[C:9]2[C:4](=[CH:5][CH:6]=[C:7]([C:10]([NH2:11])=[O:12])[CH:8]=2)[CH:3]=[N:2]1, predict the reactants needed to synthesize it. The reactants are: [NH:1]1[C:9]2[C:4](=[CH:5][CH:6]=[C:7]([C:10]#[N:11])[CH:8]=2)[CH:3]=[N:2]1.[OH-:12].[Na+]. (2) Given the product [CH3:14][C:4]1[CH:3]=[C:2]([O:1][CH2:18][CH:19]=[C:20]([CH3:22])[CH3:21])[C:7]([CH3:8])=[CH:6][C:5]=1[N:9]=[CH:10][N:11]([CH3:12])[CH3:13], predict the reactants needed to synthesize it. The reactants are: [OH:1][C:2]1[C:7]([CH3:8])=[CH:6][C:5]([N:9]=[CH:10][N:11]([CH3:13])[CH3:12])=[C:4]([CH3:14])[CH:3]=1.[H-].[Na+].Br[CH2:18][CH:19]=[C:20]([CH3:22])[CH3:21].C(OCC)C. (3) Given the product [OH:4][C:5]1[N:6]=[C:7]([C:27]([N:29]([CH3:31])[CH3:30])=[O:28])[C:8]2[CH2:9][CH2:10][N:11]([CH2:18][C:19]3[CH:24]=[CH:23][C:22]([O:25][CH3:26])=[CH:21][CH:20]=3)[C:12](=[O:17])[C:13]=2[C:14]=1[O:15][CH3:16], predict the reactants needed to synthesize it. The reactants are: C([O:4][C:5]1[N:6]=[C:7]([C:27]([N:29]([CH3:31])[CH3:30])=[O:28])[C:8]2[CH2:9][CH2:10][N:11]([CH2:18][C:19]3[CH:24]=[CH:23][C:22]([O:25][CH3:26])=[CH:21][CH:20]=3)[C:12](=[O:17])[C:13]=2[C:14]=1[O:15][CH3:16])(=O)C.C[O-].[Na+]. (4) Given the product [F:5][C:4]([F:7])([F:6])[C:3]1[N:9]=[C:10]([C:11]([O:13][CH2:14][CH3:15])=[O:12])[S:16][CH:2]=1, predict the reactants needed to synthesize it. The reactants are: Br[CH2:2][C:3](=O)[C:4]([F:7])([F:6])[F:5].[NH2:9][C:10](=[S:16])[C:11]([O:13][CH2:14][CH3:15])=[O:12]. (5) The reactants are: Br[CH2:2][C:3]1[N:7]([CH3:8])[N:6]([C:9]2[CH:14]=[CH:13][C:12]([O:15][CH3:16])=[CH:11][CH:10]=2)[C:5](=[O:17])[C:4]=1[Cl:18].C([O:21][C:22]1[CH:27]=[CH:26][CH:25]=[CH:24][C:23]=1[N:28]1[CH2:33][CH2:32][NH:31][CH2:30][CH2:29]1)C. Given the product [Cl:18][C:4]1[C:5](=[O:17])[N:6]([C:9]2[CH:14]=[CH:13][C:12]([O:15][CH3:16])=[CH:11][CH:10]=2)[N:7]([CH3:8])[C:3]=1[CH2:2][N:31]1[CH2:30][CH2:29][N:28]([C:23]2[CH:24]=[CH:25][CH:26]=[CH:27][C:22]=2[OH:21])[CH2:33][CH2:32]1, predict the reactants needed to synthesize it.